This data is from NCI-60 drug combinations with 297,098 pairs across 59 cell lines. The task is: Regression. Given two drug SMILES strings and cell line genomic features, predict the synergy score measuring deviation from expected non-interaction effect. Drug 1: C1CC(=O)NC(=O)C1N2CC3=C(C2=O)C=CC=C3N. Drug 2: CC(C)CN1C=NC2=C1C3=CC=CC=C3N=C2N. Cell line: CAKI-1. Synergy scores: CSS=0.128, Synergy_ZIP=-2.54, Synergy_Bliss=-3.73, Synergy_Loewe=-3.36, Synergy_HSA=-3.14.